Dataset: Retrosynthesis with 50K atom-mapped reactions and 10 reaction types from USPTO. Task: Predict the reactants needed to synthesize the given product. (1) Given the product Cc1ccc(C)n1Nc1nnc(N2CCOCC2)c2ccccc12, predict the reactants needed to synthesize it. The reactants are: CC(=O)CCC(C)=O.NNc1nnc(N2CCOCC2)c2ccccc12. (2) Given the product Fc1ccc(-c2cc(-c3cnc4cc(-c5cccc(OCCCN6CCCCC6)c5)ccn34)ccn2)cc1, predict the reactants needed to synthesize it. The reactants are: ClCCCN1CCCCC1.Oc1cccc(-c2ccn3c(-c4ccnc(-c5ccc(F)cc5)c4)cnc3c2)c1. (3) The reactants are: BrCCCBr.N#Cc1cc2c(Oc3ccc(NC(=O)NC4CC4)c(Cl)c3)ccnc2cc1O. Given the product N#Cc1cc2c(Oc3ccc(NC(=O)NC4CC4)c(Cl)c3)ccnc2cc1OCCCBr, predict the reactants needed to synthesize it. (4) Given the product CCNC(=S)Nc1ccc(NC(=O)N2CCN(c3ncnc4cc(OC)c(OC)cc34)CC2)cc1, predict the reactants needed to synthesize it. The reactants are: CCN=C=S.COc1cc2ncnc(N3CCN(C(=O)Nc4ccc(N)cc4)CC3)c2cc1OC. (5) Given the product CC1(C)OC(=O)N2CC[C@H](CC(=O)O)C[C@@H]21, predict the reactants needed to synthesize it. The reactants are: CCOC(=O)C[C@H]1CCN2C(=O)OC(C)(C)[C@H]2C1.